Dataset: Forward reaction prediction with 1.9M reactions from USPTO patents (1976-2016). Task: Predict the product of the given reaction. (1) Given the reactants Cl.[CH2:2]1[C:4]2([CH2:9][CH2:8][NH:7][CH2:6][CH2:5]2)[CH2:3]1.[Cl:10][C:11]1[CH:16]=[C:15](I)[C:14]([F:18])=[CH:13][N:12]=1.C(Cl)(Cl)Cl.C1C=CC(P(C2C(C3C(P(C4C=CC=CC=4)C4C=CC=CC=4)=CC=C4C=3C=CC=C4)=C3C(C=CC=C3)=CC=2)C2C=CC=CC=2)=CC=1.C(O[Na])(C)(C)C, predict the reaction product. The product is: [Cl:10][C:11]1[CH:16]=[C:15]([N:7]2[CH2:8][CH2:9][C:4]3([CH2:3][CH2:2]3)[CH2:5][CH2:6]2)[C:14]([F:18])=[CH:13][N:12]=1. (2) Given the reactants [Cl:1][C:2]1[CH:3]=[C:4]([CH2:21][C:22]([O:24]CC)=[O:23])[CH:5]=[CH:6][C:7]=1[NH:8][C:9]([C:11]1[C:19]2[C:14](=[CH:15][CH:16]=[CH:17][CH:18]=2)[N:13]([CH3:20])[CH:12]=1)=[O:10].[OH-].[Na+], predict the reaction product. The product is: [Cl:1][C:2]1[CH:3]=[C:4]([CH2:21][C:22]([OH:24])=[O:23])[CH:5]=[CH:6][C:7]=1[NH:8][C:9]([C:11]1[C:19]2[C:14](=[CH:15][CH:16]=[CH:17][CH:18]=2)[N:13]([CH3:20])[CH:12]=1)=[O:10]. (3) The product is: [Cl:2][C:3]1[C:4]([F:33])=[C:5]([NH:9][C:10]2[C:19]3[C:14](=[CH:15][C:16]([O:31][CH3:32])=[C:17]([CH2:20][N:21]([CH2:29][CH3:30])[C:22]4([C:26]([NH2:28])=[O:27])[CH2:25][N:24]([CH3:34])[CH2:23]4)[CH:18]=3)[N:13]=[CH:12][N:11]=2)[CH:6]=[CH:7][CH:8]=1. Given the reactants Cl.[Cl:2][C:3]1[C:4]([F:33])=[C:5]([NH:9][C:10]2[C:19]3[C:14](=[CH:15][C:16]([O:31][CH3:32])=[C:17]([CH2:20][N:21]([CH2:29][CH3:30])[C:22]4([C:26]([NH2:28])=[O:27])[CH2:25][NH:24][CH2:23]4)[CH:18]=3)[N:13]=[CH:12][N:11]=2)[CH:6]=[CH:7][CH:8]=1.[CH2:34]=O, predict the reaction product. (4) Given the reactants [CH2:1]([O:3][C:4]([C:6]1[C:7]([O:26][C:27](=[O:29])[CH3:28])=[C:8]2[CH:16]=[CH:15][N:14]([CH2:17][C:18]3[CH:23]=[CH:22][C:21]([O:24][CH3:25])=[CH:20][CH:19]=3)[C:9]2=[C:10]([C:12]#[N:13])[N:11]=1)=[O:5])[CH3:2].C1C(=O)N([Cl:37])C(=O)C1, predict the reaction product. The product is: [CH2:1]([O:3][C:4]([C:6]1[C:7]([O:26][C:27](=[O:29])[CH3:28])=[C:8]2[C:16]([Cl:37])=[CH:15][N:14]([CH2:17][C:18]3[CH:23]=[CH:22][C:21]([O:24][CH3:25])=[CH:20][CH:19]=3)[C:9]2=[C:10]([C:12]#[N:13])[N:11]=1)=[O:5])[CH3:2]. (5) Given the reactants O.[NH2:2][NH2:3].[Cl:4][C:5]1[CH:10]=[CH:9][C:8]([NH:11][C:12](=[O:19])/[CH:13]=[CH:14]\[C:15](OC)=[O:16])=[C:7]([C:20](=[O:27])[NH:21][CH:22]([CH:24]2[CH2:26][CH2:25]2)[CH3:23])[CH:6]=1, predict the reaction product. The product is: [Cl:4][C:5]1[CH:10]=[CH:9][C:8]([NH:11][C:12]([CH:13]2[CH2:14][C:15](=[O:16])[NH:3][NH:2]2)=[O:19])=[C:7]([C:20](=[O:27])[NH:21][CH:22]([CH:24]2[CH2:26][CH2:25]2)[CH3:23])[CH:6]=1. (6) The product is: [C:37]([O:36][C:34]([N:32]1[CH2:33][C:30]2([C:26](=[N:25][O:24][CH2:22][CH3:23])[CH2:27][N:28]([C:11]3[C:12]([F:14])=[C:13]4[C:8]([C:7](=[O:18])[C:6]([C:19]([OH:21])=[O:20])=[CH:5][N:4]4[CH:1]4[CH2:3][CH2:2]4)=[C:9]([NH2:17])[C:10]=3[F:16])[CH2:29]2)[CH2:31]1)=[O:35])([CH3:40])([CH3:39])[CH3:38]. Given the reactants [CH:1]1([N:4]2[C:13]3[C:8](=[C:9]([NH2:17])[C:10]([F:16])=[C:11](F)[C:12]=3[F:14])[C:7](=[O:18])[C:6]([C:19]([OH:21])=[O:20])=[CH:5]2)[CH2:3][CH2:2]1.[CH2:22]([O:24][N:25]=[C:26]1[C:30]2([CH2:33][N:32]([C:34]([O:36][C:37]([CH3:40])([CH3:39])[CH3:38])=[O:35])[CH2:31]2)[CH2:29][NH:28][CH2:27]1)[CH3:23].C(#N)C, predict the reaction product. (7) Given the reactants [CH2:1]([O:4][CH2:5][CH2:6][O:7][CH2:8][CH2:9][O:10][C:11]1[CH:17]=[CH:16][C:14]([NH2:15])=[CH:13][CH:12]=1)[C:2]#[CH:3].Cl[C:19]([O:21][C:22]1[CH:27]=CC([N+]([O-])=O)=CC=1)=[O:20].C(N(CC)CC)C.[C:38](OCC)(=[O:41])[NH:39][NH2:40].C(=O)(O)[O-].[Na+], predict the reaction product. The product is: [CH2:1]([O:4][CH2:5][CH2:6][O:7][CH2:8][CH2:9][O:10][C:11]1[CH:17]=[CH:16][C:14]([NH:15][C:38]([NH:39][NH:40][C:19]([O:21][CH2:22][CH3:27])=[O:20])=[O:41])=[CH:13][CH:12]=1)[C:2]#[CH:3]. (8) Given the reactants I[C:2]1[CH:15]=[CH:14][C:13]2[C:12]3[C:7](=[CH:8][CH:9]=[CH:10][CH:11]=3)[CH:6]=[CH:5][C:4]=2[CH:3]=1.C([Li])CCC.[B:21](OC(C)C)([O:26]C(C)C)[O:22]C(C)C.Cl, predict the reaction product. The product is: [CH:3]1[C:4]2[CH:5]=[CH:6][C:7]3[C:12](=[CH:11][CH:10]=[CH:9][CH:8]=3)[C:13]=2[CH:14]=[CH:15][C:2]=1[B:21]([OH:26])[OH:22].